This data is from Retrosynthesis with 50K atom-mapped reactions and 10 reaction types from USPTO. The task is: Predict the reactants needed to synthesize the given product. (1) Given the product COC(=O)C1(C)OCC(CCCCn2ccc3ccccc32)CO1, predict the reactants needed to synthesize it. The reactants are: COC(=O)C1(C)OCC(CCCCI)CO1.c1ccc2[nH]ccc2c1. (2) Given the product CC(C)[C@@H]1COCCN1, predict the reactants needed to synthesize it. The reactants are: CC(C)[C@@H]1COCC(=O)N1. (3) Given the product COc1cc2c(Oc3ccc4cc(F)cnc4c3)ncnc2cc1OCCCN1CCCCC1, predict the reactants needed to synthesize it. The reactants are: COc1cc2c(Cl)ncnc2cc1OCCCN1CCCCC1.Oc1ccc2cc(F)cnc2c1. (4) The reactants are: COc1nc(NCCN(C(=O)OC(C)(C)C)C(C)C)nc(OC)c1NC(=O)c1csc(Br)n1.Cc1ccc(OCC(C)C)cc1O. Given the product COc1nc(NCCN(C(=O)OC(C)(C)C)C(C)C)nc(OC)c1NC(=O)c1csc(Oc2cc(OCC(C)C)ccc2C)n1, predict the reactants needed to synthesize it. (5) Given the product CNC(=O)Nc1ccc(-c2nc(-c3ccc(N)cc3)nc(N3CC4CCC(C3)O4)n2)cc1, predict the reactants needed to synthesize it. The reactants are: CC1(C)OB(c2ccc(N)cc2)OC1(C)C.CNC(=O)Nc1ccc(-c2nc(Cl)nc(N3CC4CCC(C3)O4)n2)cc1. (6) Given the product COC(=O)C1CCN(c2ccc(NC(=O)C(=O)NN)cn2)CC1, predict the reactants needed to synthesize it. The reactants are: COC(=O)C(=O)Nc1ccc(N2CCC(C(=O)OC)CC2)nc1.NN. (7) Given the product Cn1nc(-c2cc(N)c(Cl)cc2Cl)cc1OC(F)F, predict the reactants needed to synthesize it. The reactants are: Cn1nc(-c2cc([N+](=O)[O-])c(Cl)cc2Cl)cc1OC(F)F. (8) Given the product C[N+]1(C)CCC(OC(=O)C(c2noc3ccccc23)N2CCCCC2)CC1, predict the reactants needed to synthesize it. The reactants are: CI.CN1CCC(OC(=O)C(c2noc3ccccc23)N2CCCCC2)CC1.